The task is: Predict the reaction yield, written as a fraction of the theoretical maximum amount of product (1.0 means a 100% yield; for example, 0.34 means a 34% yield).. This data is from Reaction yield outcomes from USPTO patents with 853,638 reactions. (1) The reactants are [NH2:1][C@H:2]1[CH2:7][CH2:6][N:5]([C:8]2[O:9][C:10]([CH2:20][CH3:21])=[C:11]([C:13]([O:15][CH2:16][CH2:17][CH2:18][CH3:19])=[O:14])[N:12]=2)[CH2:4][C@H:3]1[O:22][CH3:23].[Cl:24][C:25]1[N:26]=[C:27]([C:32](O)=[O:33])[NH:28][C:29]=1[CH2:30][CH3:31].CCN=C=NCCCN(C)C.Cl.C1C=CC2N(O)N=NC=2C=1. The catalyst is ClCCl.CC(N(C)C)=O. The product is [Cl:24][C:25]1[N:26]=[C:27]([C:32]([NH:1][C@H:2]2[CH2:7][CH2:6][N:5]([C:8]3[O:9][C:10]([CH2:20][CH3:21])=[C:11]([C:13]([O:15][CH2:16][CH2:17][CH2:18][CH3:19])=[O:14])[N:12]=3)[CH2:4][C@H:3]2[O:22][CH3:23])=[O:33])[NH:28][C:29]=1[CH2:30][CH3:31]. The yield is 0.800. (2) The product is [CH3:1][C:2]1[C:11]([C:12]2[S:13][C:14]([C:23]3[N:27]=[CH:26][N:25]([CH:28]4[CH2:33][CH2:32][CH2:31][CH2:30][O:29]4)[N:24]=3)=[C:15]([C:17]3[CH:22]=[CH:21][CH:20]=[CH:19][CH:18]=3)[N:16]=2)=[C:5]2[CH:6]=[C:7]([O:10][CH:45]3[CH2:50][CH2:49][N:48]([C:34]([O:35][C:11]([CH3:12])([CH3:2])[CH3:5])=[O:37])[CH2:47][CH2:46]3)[CH:8]=[CH:9][N:4]2[N:3]=1. No catalyst specified. The yield is 0.920. The reactants are [CH3:1][C:2]1[C:11]([C:12]2[S:13][C:14]([C:23]3[N:27]=[CH:26][N:25]([CH:28]4[CH2:33][CH2:32][CH2:31][CH2:30][O:29]4)[N:24]=3)=[C:15]([C:17]3[CH:22]=[CH:21][CH:20]=[CH:19][CH:18]=3)[N:16]=2)=[C:5]2[CH:6]=[C:7]([OH:10])[CH:8]=[CH:9][N:4]2[N:3]=1.[C:34](=[O:37])([O-])[O-:35].[K+].[K+].CS(O[CH:45]1[CH2:50][CH2:49][N:48](OC(OC(C)(C)C)=O)[CH2:47][CH2:46]1)(=O)=O.